Dataset: CYP2C19 inhibition data for predicting drug metabolism from PubChem BioAssay. Task: Regression/Classification. Given a drug SMILES string, predict its absorption, distribution, metabolism, or excretion properties. Task type varies by dataset: regression for continuous measurements (e.g., permeability, clearance, half-life) or binary classification for categorical outcomes (e.g., BBB penetration, CYP inhibition). Dataset: cyp2c19_veith. The molecule is CC(C)(C[C@@]1(C)NC(=O)NC1=O)OCc1ccccc1. The result is 0 (non-inhibitor).